From a dataset of Forward reaction prediction with 1.9M reactions from USPTO patents (1976-2016). Predict the product of the given reaction. (1) Given the reactants [C:1]([C:3]1[C:4]([N:16]2[CH2:21][CH2:20][CH:19]([C:22](O)=[O:23])[CH2:18][CH2:17]2)=[N:5][C:6]([CH2:14][F:15])=[C:7]([C:9]([O:11][CH2:12][CH3:13])=[O:10])[CH:8]=1)#[N:2].[CH3:25][C:26]1[CH:31]=[CH:30][C:29]([CH2:32][S:33]([NH2:36])(=[O:35])=[O:34])=[CH:28][CH:27]=1, predict the reaction product. The product is: [C:1]([C:3]1[C:4]([N:16]2[CH2:17][CH2:18][CH:19]([C:22]([NH:36][S:33]([CH2:32][C:29]3[CH:30]=[CH:31][C:26]([CH3:25])=[CH:27][CH:28]=3)(=[O:34])=[O:35])=[O:23])[CH2:20][CH2:21]2)=[N:5][C:6]([CH2:14][F:15])=[C:7]([CH:8]=1)[C:9]([O:11][CH2:12][CH3:13])=[O:10])#[N:2]. (2) Given the reactants [OH:1][C:2]1[CH:10]=[CH:9][C:5]([C:6]([OH:8])=[O:7])=[CH:4][CH:3]=1.[OH-].[Na+].[C:13](Cl)(=[O:23])[CH2:14][CH2:15][CH2:16][CH2:17][CH2:18][CH2:19][CH2:20][CH2:21][CH3:22].Cl, predict the reaction product. The product is: [C:13]([O:1][C:2]1[CH:10]=[CH:9][C:5]([C:6]([OH:8])=[O:7])=[CH:4][CH:3]=1)(=[O:23])[CH2:14][CH2:15][CH2:16][CH2:17][CH2:18][CH2:19][CH2:20][CH2:21][CH3:22]. (3) Given the reactants [NH2:1][C:2]1[CH:9]=[CH:8][CH:7]=[C:6]([O:10][CH:11]2[CH2:15][CH2:14][CH2:13][CH2:12]2)[C:3]=1[C:4]#[N:5].O=[C:17]([CH3:24])[CH2:18][C:19]([O:21][CH2:22][CH3:23])=[O:20], predict the reaction product. The product is: [NH2:5][C:4]1[C:3]2[C:2](=[CH:9][CH:8]=[CH:7][C:6]=2[O:10][CH:11]2[CH2:12][CH2:13][CH2:14][CH2:15]2)[N:1]=[C:17]([CH3:24])[C:18]=1[C:19]([O:21][CH2:22][CH3:23])=[O:20]. (4) Given the reactants [C:1]([O:5][C:6](=[O:34])[N:7]([CH:9]([C:11](=[O:33])[NH:12][C:13]1[CH:18]=[C:17](Br)[C:16]([Cl:20])=[C:15]([C:21]#[C:22][Si:23]([CH:30]([CH3:32])[CH3:31])([CH:27]([CH3:29])[CH3:28])[CH:24]([CH3:26])[CH3:25])[N:14]=1)[CH3:10])[CH3:8])([CH3:4])([CH3:3])[CH3:2].[CH3:35][N:36]1[C:44]2[C:39](=[CH:40][CH:41]=[CH:42][C:43]=2B(O)O)[CH:38]=[N:37]1.C([O-])([O-])=O.[Na+].[Na+].O1CCOCC1, predict the reaction product. The product is: [C:1]([O:5][C:6](=[O:34])[N:7]([C@H:9]([C:11](=[O:33])[NH:12][C:13]1[CH:18]=[C:17]([C:43]2[CH:42]=[CH:41][CH:40]=[C:39]3[C:44]=2[N:36]([CH3:35])[N:37]=[CH:38]3)[C:16]([Cl:20])=[C:15]([C:21]#[C:22][Si:23]([CH:30]([CH3:32])[CH3:31])([CH:27]([CH3:29])[CH3:28])[CH:24]([CH3:26])[CH3:25])[N:14]=1)[CH3:10])[CH3:8])([CH3:4])([CH3:3])[CH3:2].